Dataset: Reaction yield outcomes from USPTO patents with 853,638 reactions. Task: Predict the reaction yield, written as a fraction of the theoretical maximum amount of product (1.0 means a 100% yield; for example, 0.34 means a 34% yield). (1) The reactants are [H-].[Li+].[F:3][C:4]1[CH:9]=[CH:8][C:7]([N:10]2[CH2:14][CH2:13][CH:12]([C:15]([O:17][CH3:18])=[O:16])[C:11]2=[O:19])=[CH:6][CH:5]=1.IC.[CH3:22]COC(C)=O. The catalyst is CN(C=O)C. The product is [F:3][C:4]1[CH:5]=[CH:6][C:7]([N:10]2[CH2:14][CH2:13][C:12]([CH3:22])([C:15]([O:17][CH3:18])=[O:16])[C:11]2=[O:19])=[CH:8][CH:9]=1. The yield is 0.680. (2) The reactants are [NH:1]1[CH2:6][CH2:5][CH:4]([C:7]([O:9]CC)=[O:8])[CH2:3][CH2:2]1.[F:12][C:13]([F:55])([F:54])[C:14]1[CH:15]=[C:16]([CH:47]=[C:48]([C:50]([F:53])([F:52])[F:51])[CH:49]=1)[CH2:17][N:18]([C@H:31]1[CH2:35][C@@H:34]([CH2:36][O:37][CH3:38])[N:33]([C:39]2[C:44]([Cl:45])=[CH:43][N:42]=[C:41](Cl)[N:40]=2)[CH2:32]1)[C:19]1[N:24]=[CH:23][C:22]([C:25]2[CH:26]=[N:27][N:28]([CH3:30])[CH:29]=2)=[CH:21][N:20]=1.[OH-].[Na+].Cl. The catalyst is C(O)(C)C. The product is [F:52][C:50]([F:51])([F:53])[C:48]1[CH:47]=[C:16]([CH:15]=[C:14]([C:13]([F:12])([F:55])[F:54])[CH:49]=1)[CH2:17][N:18]([C:19]1[N:20]=[CH:21][C:22]([C:25]2[CH:26]=[N:27][N:28]([CH3:30])[CH:29]=2)=[CH:23][N:24]=1)[C@@H:31]1[CH2:32][N:33]([C:39]2[C:44]([Cl:45])=[CH:43][N:42]=[C:41]([N:1]3[CH2:2][CH2:3][CH:4]([C:7]([OH:9])=[O:8])[CH2:5][CH2:6]3)[N:40]=2)[C@H:34]([CH2:36][O:37][CH3:38])[CH2:35]1. The yield is 0.580.